From a dataset of Forward reaction prediction with 1.9M reactions from USPTO patents (1976-2016). Predict the product of the given reaction. (1) The product is: [Cl:1][C:2]1[CH:9]=[C:8]([N:10]([C@H:11]2[CH2:15][CH2:14][N:13]([CH2:26][CH2:25][OH:24])[CH2:12]2)[CH2:16][C:17]2[CH:22]=[CH:21][CH:20]=[CH:19][C:18]=2[CH3:23])[CH:7]=[CH:6][C:3]=1[C:4]#[N:5]. Given the reactants [Cl:1][C:2]1[CH:9]=[C:8]([N:10]([CH2:16][C:17]2[CH:22]=[CH:21][CH:20]=[CH:19][C:18]=2[CH3:23])[C@H:11]2[CH2:15][CH2:14][NH:13][CH2:12]2)[CH:7]=[CH:6][C:3]=1[C:4]#[N:5].[OH:24][CH2:25][CH:26]=O, predict the reaction product. (2) Given the reactants C([O:8][C:9]1[CH:10]=[CH:11][C:12]([S:22](=[O:35])(=[O:34])[NH:23][C:24]2[CH:25]=[CH:26][C:27]3[CH2:31][O:30][B:29]([OH:32])[C:28]=3[CH:33]=2)=[C:13]([NH:15][C:16](=[O:21])[CH2:17][N:18]([CH3:20])[CH3:19])[CH:14]=1)C1C=CC=CC=1, predict the reaction product. The product is: [CH3:19][N:18]([CH3:20])[CH2:17][C:16]([NH:15][C:13]1[CH:14]=[C:9]([OH:8])[CH:10]=[CH:11][C:12]=1[S:22](=[O:35])(=[O:34])[NH:23][C:24]1[CH:25]=[CH:26][C:27]2[CH2:31][O:30][B:29]([OH:32])[C:28]=2[CH:33]=1)=[O:21].